Dataset: NCI-60 drug combinations with 297,098 pairs across 59 cell lines. Task: Regression. Given two drug SMILES strings and cell line genomic features, predict the synergy score measuring deviation from expected non-interaction effect. (1) Synergy scores: CSS=-6.94, Synergy_ZIP=2.72, Synergy_Bliss=1.26, Synergy_Loewe=-3.39, Synergy_HSA=-2.81. Drug 2: CS(=O)(=O)CCNCC1=CC=C(O1)C2=CC3=C(C=C2)N=CN=C3NC4=CC(=C(C=C4)OCC5=CC(=CC=C5)F)Cl. Drug 1: CS(=O)(=O)C1=CC(=C(C=C1)C(=O)NC2=CC(=C(C=C2)Cl)C3=CC=CC=N3)Cl. Cell line: M14. (2) Drug 1: CC12CCC3C(C1CCC2OP(=O)(O)O)CCC4=C3C=CC(=C4)OC(=O)N(CCCl)CCCl.[Na+]. Drug 2: N.N.Cl[Pt+2]Cl. Cell line: MCF7. Synergy scores: CSS=25.4, Synergy_ZIP=-5.44, Synergy_Bliss=1.99, Synergy_Loewe=-27.3, Synergy_HSA=0.508. (3) Drug 2: C#CCC(CC1=CN=C2C(=N1)C(=NC(=N2)N)N)C3=CC=C(C=C3)C(=O)NC(CCC(=O)O)C(=O)O. Synergy scores: CSS=37.0, Synergy_ZIP=3.70, Synergy_Bliss=0.101, Synergy_Loewe=-25.9, Synergy_HSA=-4.82. Cell line: HCC-2998. Drug 1: CCCCCOC(=O)NC1=NC(=O)N(C=C1F)C2C(C(C(O2)C)O)O. (4) Drug 1: C1=NC2=C(N1)C(=S)N=CN2. Drug 2: C1CN(CCN1C(=O)CCBr)C(=O)CCBr. Cell line: SNB-19. Synergy scores: CSS=18.8, Synergy_ZIP=-4.88, Synergy_Bliss=7.30, Synergy_Loewe=5.03, Synergy_HSA=6.65.